This data is from Peptide-MHC class I binding affinity with 185,985 pairs from IEDB/IMGT. The task is: Regression. Given a peptide amino acid sequence and an MHC pseudo amino acid sequence, predict their binding affinity value. This is MHC class I binding data. (1) The peptide sequence is IIGFFLVTY. The MHC is HLA-A31:01 with pseudo-sequence HLA-A31:01. The binding affinity (normalized) is 0.0847. (2) The peptide sequence is AEGVVAFLI. The MHC is HLA-B15:01 with pseudo-sequence HLA-B15:01. The binding affinity (normalized) is 0.0847. (3) The peptide sequence is KGNVSALVK. The MHC is HLA-A31:01 with pseudo-sequence HLA-A31:01. The binding affinity (normalized) is 0.0847.